Task: Regression. Given two drug SMILES strings and cell line genomic features, predict the synergy score measuring deviation from expected non-interaction effect.. Dataset: NCI-60 drug combinations with 297,098 pairs across 59 cell lines (1) Synergy scores: CSS=42.9, Synergy_ZIP=-3.38, Synergy_Bliss=-5.39, Synergy_Loewe=-26.1, Synergy_HSA=-3.05. Drug 1: C1CC(=O)NC(=O)C1N2C(=O)C3=CC=CC=C3C2=O. Drug 2: B(C(CC(C)C)NC(=O)C(CC1=CC=CC=C1)NC(=O)C2=NC=CN=C2)(O)O. Cell line: MALME-3M. (2) Drug 1: CC1C(C(CC(O1)OC2CC(OC(C2O)C)OC3=CC4=CC5=C(C(=O)C(C(C5)C(C(=O)C(C(C)O)O)OC)OC6CC(C(C(O6)C)O)OC7CC(C(C(O7)C)O)OC8CC(C(C(O8)C)O)(C)O)C(=C4C(=C3C)O)O)O)O. Drug 2: COCCOC1=C(C=C2C(=C1)C(=NC=N2)NC3=CC=CC(=C3)C#C)OCCOC.Cl. Cell line: IGROV1. Synergy scores: CSS=35.5, Synergy_ZIP=5.71, Synergy_Bliss=6.03, Synergy_Loewe=6.75, Synergy_HSA=7.25. (3) Drug 1: C1=CC(=CC=C1CCC2=CNC3=C2C(=O)NC(=N3)N)C(=O)NC(CCC(=O)O)C(=O)O. Drug 2: C1CNP(=O)(OC1)N(CCCl)CCCl. Cell line: NCI-H322M. Synergy scores: CSS=4.12, Synergy_ZIP=-3.14, Synergy_Bliss=-6.94, Synergy_Loewe=-6.50, Synergy_HSA=-5.37. (4) Drug 1: CCCS(=O)(=O)NC1=C(C(=C(C=C1)F)C(=O)C2=CNC3=C2C=C(C=N3)C4=CC=C(C=C4)Cl)F. Drug 2: C1CC(=O)NC(=O)C1N2CC3=C(C2=O)C=CC=C3N. Cell line: MDA-MB-435. Synergy scores: CSS=33.8, Synergy_ZIP=6.49, Synergy_Bliss=6.37, Synergy_Loewe=-5.52, Synergy_HSA=6.09. (5) Drug 1: CN(C)N=NC1=C(NC=N1)C(=O)N. Drug 2: CN(C(=O)NC(C=O)C(C(C(CO)O)O)O)N=O. Cell line: HOP-92. Synergy scores: CSS=6.14, Synergy_ZIP=-2.05, Synergy_Bliss=-3.65, Synergy_Loewe=-12.3, Synergy_HSA=-3.18.